Dataset: Catalyst prediction with 721,799 reactions and 888 catalyst types from USPTO. Task: Predict which catalyst facilitates the given reaction. (1) Reactant: C(Cl)(Cl)Cl.[CH3:5][OH:6].[O:7]1[CH2:12][CH2:11][O:10]CC1. Product: [O:6]=[CH:5][C@H:12]([C@H:11]([C@H:12]([CH2:11][OH:10])[OH:7])[OH:10])[OH:7]. The catalyst class is: 223. (2) Reactant: [CH:1]([C:4]1[CH:5]=[C:6]([C:12]([OH:14])=O)[NH:7][C:8]=1[CH:9]([CH3:11])[CH3:10])([CH3:3])[CH3:2].[NH2:15][C:16]1[CH:25]=[CH:24][C:19]([C:20]([O:22]C)=[O:21])=[CH:18][CH:17]=1.Cl.C(N=C=NCCCN(C)C)C. The catalyst class is: 4. Product: [CH:1]([C:4]1[CH:5]=[C:6]([C:12]([NH:15][C:16]2[CH:25]=[CH:24][C:19]([C:20]([OH:22])=[O:21])=[CH:18][CH:17]=2)=[O:14])[NH:7][C:8]=1[CH:9]([CH3:10])[CH3:11])([CH3:2])[CH3:3]. (3) Reactant: [Cl:1][C:2]1[N:3]=[C:4](Cl)[C:5]2[CH2:10][O:9][C:8]([CH3:12])([CH3:11])[C:6]=2[N:7]=1.CCN(C(C)C)C(C)C.[CH3:23][C@H:24]1[CH2:29][O:28][CH2:27][CH2:26][NH:25]1.[NH4+].[Cl-]. Product: [Cl:1][C:2]1[N:3]=[C:4]([N:25]2[CH2:26][CH2:27][O:28][CH2:29][C@@H:24]2[CH3:23])[C:5]2[CH2:10][O:9][C:8]([CH3:12])([CH3:11])[C:6]=2[N:7]=1. The catalyst class is: 3. (4) Reactant: Br[C:2]1[CH:8]=[C:7]([CH3:9])[C:5](N)=[C:4]([CH3:10])[CH:3]=1.Cl.N([O-])=O.[Na+].[C:16](=[O:19])([O-])[O-:17].[Na+].[Na+].[Cu](C#N)[C:23]#[N:24].[C-]#N.[K+]. Product: [C:23]([C:5]1[C:7]([CH3:9])=[CH:8][C:2]([C:16]([OH:17])=[O:19])=[CH:3][C:4]=1[CH3:10])#[N:24]. The catalyst class is: 6. (5) Reactant: CC1(C)C(C)(C)[O:5][B:4]([C:9]2[CH:10]=[C:11]([C:15]3[CH:20]=[CH:19][CH:18]=[C:17]([C:21]([OH:23])=O)[CH:16]=3)[CH:12]=[CH:13][CH:14]=2)[O:3]1.CCN=C=NCCCN(C)C.C1C=CC2N(O)N=NC=2C=1.[NH2:46][CH2:47][CH2:48][NH:49][C:50](=[O:76])[CH2:51][C@@H:52]1[N:58]=[C:57]([C:59]2[CH:64]=[CH:63][C:62]([Cl:65])=[CH:61][CH:60]=2)[C:56]2[CH:66]=[C:67]([O:70][CH3:71])[CH:68]=[CH:69][C:55]=2[N:54]2[C:72]([CH3:75])=[N:73][N:74]=[C:53]12.B(O)O. Product: [Cl:65][C:62]1[CH:63]=[CH:64][C:59]([C:57]2[C:56]3[CH:66]=[C:67]([O:70][CH3:71])[CH:68]=[CH:69][C:55]=3[N:54]3[C:72]([CH3:75])=[N:73][N:74]=[C:53]3[C@H:52]([CH2:51][C:50]([NH:49][CH2:48][CH2:47][NH:46][C:21]([C:17]3[CH:16]=[C:15]([C:11]4[CH:12]=[CH:13][CH:14]=[C:9]([B:4]([OH:3])[OH:5])[CH:10]=4)[CH:20]=[CH:19][CH:18]=3)=[O:23])=[O:76])[N:58]=2)=[CH:60][CH:61]=1. The catalyst class is: 64. (6) Reactant: [Cl:1][C:2]1[CH:7]=[CH:6][CH:5]=[C:4]([Cl:8])[C:3]=1[C:9]1[S:10][C:11]2[C:12]([NH2:18])=[N:13][CH:14]=[CH:15][C:16]=2[N:17]=1.[CH:19]12[CH2:24][CH:23]1[C:22](=[O:25])[O:21][C:20]2=O. Product: [Cl:8][C:4]1[CH:5]=[CH:6][CH:7]=[C:2]([Cl:1])[C:3]=1[C:9]1[S:10][C:11]2[C:12]([N:18]3[C:20](=[O:21])[CH:19]4[CH:23]([CH2:24]4)[C:22]3=[O:25])=[N:13][CH:14]=[CH:15][C:16]=2[N:17]=1. The catalyst class is: 12. (7) Reactant: [F:1][C:2]1[CH:7]=[CH:6][C:5]([NH:8][C:9]2[N:13]([CH3:14])[C:12]3[CH:15]=[CH:16][C:17]([O:19][C:20]4[CH:25]=[CH:24][N:23]=[C:22]([C:26](O)=O)[CH:21]=4)=[CH:18][C:11]=3[N:10]=2)=[CH:4][CH:3]=1.CCN=C=NCCCN(C)C.Cl.C1C=NC2N(O)N=NC=2C=1.C(N(C(C)C)CC)(C)C.[C:60]1([NH2:67])[CH:65]=[CH:64][CH:63]=[CH:62][C:61]=1[NH2:66].C([O-])(=O)C.[Na+]. Product: [NH:66]1[C:61]2[CH:62]=[CH:63][CH:64]=[CH:65][C:60]=2[N:67]=[C:26]1[C:22]1[CH:21]=[C:20]([O:19][C:17]2[CH:16]=[CH:15][C:12]3[N:13]([CH3:14])[C:9]([NH:8][C:5]4[CH:4]=[CH:3][C:2]([F:1])=[CH:7][CH:6]=4)=[N:10][C:11]=3[CH:18]=2)[CH:25]=[CH:24][N:23]=1. The catalyst class is: 56.